This data is from Full USPTO retrosynthesis dataset with 1.9M reactions from patents (1976-2016). The task is: Predict the reactants needed to synthesize the given product. (1) Given the product [C:48]([CH2:50][N:51]([C@H:59]([C:64]1[CH:69]=[CH:68][C:67]([C:70]2[CH:75]=[CH:74][C:73]([S:76]([CH3:79])(=[O:77])=[O:78])=[CH:72][CH:71]=2)=[CH:66][CH:65]=1)[C:60]([F:63])([F:61])[F:62])[C:52](=[O:58])[C@H:53]([CH2:55][CH2:56][CH3:57])[NH2:54])#[N:49], predict the reactants needed to synthesize it. The reactants are: BrC1C=CC(C(N[C@@H](CCC)C(O)=O)C(F)(F)F)=CC=1.NCC#N.BrC1C=CC(C(N[C@H](C(NCC#N)=O)CCC)C(F)(F)F)=CC=1.[C:48]([CH2:50][N:51]([C@@H:59]([C:64]1[CH:69]=[CH:68][C:67]([C:70]2[CH:75]=[CH:74][C:73]([S:76]([CH3:79])(=[O:78])=[O:77])=[CH:72][CH:71]=2)=[CH:66][CH:65]=1)[C:60]([F:63])([F:62])[F:61])[C:52](=[O:58])[C@H:53]([CH2:55][CH2:56][CH3:57])[NH2:54])#[N:49].C(CNC(=O)[C@H](CCC)N[C@@H](C1C=CC(C2C=CC(S(C)(=O)=O)=CC=2)=CC=1)C(F)(F)F)#N.C(CNC(=O)[C@H](CCC)N[C@@H](C1(S(C)(=O)=O)C=CC(C2C=CC=CC=2)=CC1)C(F)(F)F)#N. (2) The reactants are: [F:1][C:2]([F:14])([F:13])[C:3]1[CH:8]=[CH:7][C:6]([CH2:9][C:10]([OH:12])=O)=[CH:5][CH:4]=1.CCOC(OC(OCC)=O)=O.[NH2:26][C:27]1[C:35]2[O:34][C:33](=[O:36])[NH:32][C:31]=2[CH:30]=[CH:29][CH:28]=1. Given the product [F:13][C:2]([F:1])([F:14])[C:3]1[CH:4]=[CH:5][C:6]([CH2:9][C:10]([NH:26][C:27]2[C:35]3[O:34][C:33](=[O:36])[NH:32][C:31]=3[CH:30]=[CH:29][CH:28]=2)=[O:12])=[CH:7][CH:8]=1, predict the reactants needed to synthesize it. (3) The reactants are: [Cl:1][C:2]1[S:3][C:4]([Cl:10])=[C:5]([Cl:9])[C:6]=1[CH:7]=O.[C:11]([CH:14]=P(C1C=CC=CC=1)(C1C=CC=CC=1)C1C=CC=CC=1)(=[O:13])[CH3:12]. Given the product [Cl:1][C:2]1[S:3][C:4]([Cl:10])=[C:5]([Cl:9])[C:6]=1/[CH:7]=[CH:12]/[C:11](=[O:13])[CH3:14], predict the reactants needed to synthesize it. (4) Given the product [NH2:29][C:19]1[CH:18]=[C:17]([CH2:16][C:14](=[O:15])[NH:13][C:10]2[S:11][CH:12]=[C:8]([C:5]3[CH:4]=[CH:3][C:2]([Cl:1])=[CH:7][CH:6]=3)[N:9]=2)[CH:22]=[CH:21][C:20]=1[O:23][C:24](=[O:28])[CH2:25][CH2:26][CH3:27], predict the reactants needed to synthesize it. The reactants are: [Cl:1][C:2]1[CH:7]=[CH:6][C:5]([C:8]2[N:9]=[C:10]([NH:13][C:14]([CH2:16][C:17]3[CH:22]=[CH:21][C:20]([O:23][C:24](=[O:28])[CH2:25][CH2:26][CH3:27])=[C:19]([N+:29]([O-])=O)[CH:18]=3)=[O:15])[S:11][CH:12]=2)=[CH:4][CH:3]=1.[H][H]. (5) Given the product [OH:13][CH2:14][CH:15]1[CH2:16][C:10]1([NH:22][C:21](=[O:23])[O:24][CH3:26])[C:6]1[CH:7]=[CH:8][CH:9]=[C:4]([N+:1]([O-:3])=[O:2])[CH:5]=1, predict the reactants needed to synthesize it. The reactants are: [N+:1]([C:4]1[CH:5]=[C:6]([C:10]23[CH2:16][CH:15]2[CH2:14][O:13]C(=O)N3)[CH:7]=[CH:8][CH:9]=1)([O-:3])=[O:2].O.[OH-].[Li+].[C:21](=[O:24])([OH:23])[NH2:22].Cl.[C:26](=O)=O.[OH-].[Na+]. (6) Given the product [N:1]1[C:2]2[C:3](=[CH:4][C:5]([CH2:8][C:9]([OH:11])=[O:10])=[CH:6][CH:7]=2)[CH:16]=[CH:14][CH:13]=1, predict the reactants needed to synthesize it. The reactants are: [NH2:1][C:2]1[CH:7]=[CH:6][C:5]([CH2:8][C:9]([OH:11])=[O:10])=[CH:4][CH:3]=1.O[CH2:13][CH:14]([CH2:16]O)O.C1([N+]([O-])=O)C=CC=CC=1.OS(O)(=O)=O.[OH-].[Na+]. (7) Given the product [CH2:32]([N:39]1[CH2:44][CH2:43][N:42]([C:45]2[N:49]=[N:48][N:47]([CH:11]3[CH2:10][CH2:9][N:8]([C:7]4[C:2]([F:1])=[CH:3][C:4]([N:21]5[CH2:25][C@H:24]([CH2:26][NH:27][C:28](=[O:30])[CH3:29])[O:23][C:22]5=[O:31])=[CH:5][C:6]=4[F:20])[CH2:13][CH2:12]3)[N:46]=2)[CH2:41][CH2:40]1)[C:33]1[CH:34]=[CH:35][CH:36]=[CH:37][CH:38]=1, predict the reactants needed to synthesize it. The reactants are: [F:1][C:2]1[CH:3]=[C:4]([N:21]2[CH2:25][C@H:24]([CH2:26][NH:27][C:28](=[O:30])[CH3:29])[O:23][C:22]2=[O:31])[CH:5]=[C:6]([F:20])[C:7]=1[N:8]1[CH2:13][CH2:12][CH:11](COS(C)(=O)=O)[CH2:10][CH2:9]1.[CH2:32]([N:39]1[CH2:44][CH2:43][N:42]([C:45]2[N:46]=[N:47][NH:48][N:49]=2)[CH2:41][CH2:40]1)[C:33]1[CH:38]=[CH:37][CH:36]=[CH:35][CH:34]=1.C([O-])([O-])=O.[K+].[K+]. (8) Given the product [F:34][C:35]([F:40])([F:39])[C:36]([OH:38])=[O:37].[C:6]([CH2:8][CH2:9][N:10]1[CH2:11][CH2:12][N:13]([C:16]2[CH:21]=[C:20]([C:22]3[CH:27]=[CH:26][CH:25]=[C:24]([C:28]([F:30])([F:29])[F:31])[CH:23]=3)[N:19]=[C:18]([C:32]#[N:33])[N:17]=2)[CH2:14][CH2:15]1)([OH:7])=[O:5], predict the reactants needed to synthesize it. The reactants are: C([O:5][C:6]([CH2:8][CH2:9][N:10]1[CH2:15][CH2:14][N:13]([C:16]2[CH:21]=[C:20]([C:22]3[CH:27]=[CH:26][CH:25]=[C:24]([C:28]([F:31])([F:30])[F:29])[CH:23]=3)[N:19]=[C:18]([C:32]#[N:33])[N:17]=2)[CH2:12][CH2:11]1)=[O:7])(C)(C)C.[F:34][C:35]([F:40])([F:39])[C:36]([OH:38])=[O:37]. (9) Given the product [CH3:2][O:3][C:4]1[CH:5]=[C:6]([C:12]2[C:13]([CH3:25])([CH3:24])[C:14](=[O:23])[N:15]([CH:17]3[CH2:22][CH2:21][N:20]([C:38]([C:29]4[C:30]5[C:35](=[CH:34][CH:33]=[CH:32][CH:31]=5)[CH:36]=[CH:37][C:28]=4[O:27][CH3:26])=[O:39])[CH2:19][CH2:18]3)[N:16]=2)[CH:7]=[CH:8][C:9]=1[O:10][CH3:11], predict the reactants needed to synthesize it. The reactants are: Cl.[CH3:2][O:3][C:4]1[CH:5]=[C:6]([C:12]2[C:13]([CH3:25])([CH3:24])[C:14](=[O:23])[N:15]([CH:17]3[CH2:22][CH2:21][NH:20][CH2:19][CH2:18]3)[N:16]=2)[CH:7]=[CH:8][C:9]=1[O:10][CH3:11].[CH3:26][O:27][C:28]1[CH:37]=[CH:36][C:35]2[C:30](=[CH:31][CH:32]=[CH:33][CH:34]=2)[C:29]=1[C:38](O)=[O:39]. (10) Given the product [CH2:1]([N:8]1[CH2:14][CH2:13][CH:12]2[C:10]([CH2:15][NH:17][C:18]3[CH:23]=[CH:22][CH:21]=[CH:20][CH:19]=3)([CH2:11]2)[CH2:9]1)[C:2]1[CH:7]=[CH:6][CH:5]=[CH:4][CH:3]=1, predict the reactants needed to synthesize it. The reactants are: [CH2:1]([N:8]1[CH2:14][CH2:13][CH:12]2[C:10]([CH:15]=O)([CH2:11]2)[CH2:9]1)[C:2]1[CH:7]=[CH:6][CH:5]=[CH:4][CH:3]=1.[NH2:17][C:18]1[CH:23]=[CH:22][CH:21]=[CH:20][CH:19]=1.[BH3-]C#N.[Na+].